This data is from Forward reaction prediction with 1.9M reactions from USPTO patents (1976-2016). The task is: Predict the product of the given reaction. (1) Given the reactants C[O:2][C:3]([C:5]1[CH:10]=[CH:9][C:8]([CH:11]2[CH2:15][CH2:14][O:13][CH2:12]2)=[C:7]([C:16]2[CH:21]=[CH:20][CH:19]=[C:18]([Cl:22])[CH:17]=2)[N:6]=1)=[O:4].O.[OH-].[Li+], predict the reaction product. The product is: [Cl:22][C:18]1[CH:17]=[C:16]([C:7]2[N:6]=[C:5]([C:3]([OH:4])=[O:2])[CH:10]=[CH:9][C:8]=2[CH:11]2[CH2:15][CH2:14][O:13][CH2:12]2)[CH:21]=[CH:20][CH:19]=1. (2) Given the reactants [NH2:1][C:2]1[CH:11]=[C:10]2[C:5]([CH:6]=[CH:7][C:8](=[O:12])[NH:9]2)=[CH:4][CH:3]=1.[C:13]1([C:22]2[CH:27]=[CH:26][CH:25]=[CH:24][CH:23]=2)[CH:18]=[CH:17][C:16]([C:19](O)=[O:20])=[CH:15][CH:14]=1, predict the reaction product. The product is: [O:12]=[C:8]1[CH:7]=[CH:6][C:5]2[C:10](=[CH:11][C:2]([NH:1][C:19]([C:16]3[CH:17]=[CH:18][C:13]([C:22]4[CH:23]=[CH:24][CH:25]=[CH:26][CH:27]=4)=[CH:14][CH:15]=3)=[O:20])=[CH:3][CH:4]=2)[NH:9]1. (3) The product is: [OH:2][NH:3][C:33]([C:31]1[CH:30]=[CH:29][CH:28]=[C:27]([CH2:26][C:15]2[C:14]3[C:18](=[CH:19][C:11]([O:10][CH3:9])=[CH:12][CH:13]=3)[NH:17][C:16]=2[C:20]2[CH:21]=[CH:22][CH:23]=[CH:24][CH:25]=2)[N:32]=1)=[O:34]. Given the reactants [Cl-].[OH:2][NH3+:3].C(=O)([O-])O.[Na+].[CH3:9][O:10][C:11]1[CH:19]=[C:18]2[C:14]([C:15]([CH2:26][C:27]3[N:32]=[C:31]([C:33](OC)=[O:34])[CH:30]=[CH:29][CH:28]=3)=[C:16]([C:20]3[CH:25]=[CH:24][CH:23]=[CH:22][CH:21]=3)[NH:17]2)=[CH:13][CH:12]=1, predict the reaction product. (4) Given the reactants [C:1]([NH:11][C@H:12]([C:17]([NH:19][CH:20]=[CH:21][CH3:22])=[O:18])[CH2:13][CH:14]([CH3:16])[CH3:15])([O:3][CH2:4][C:5]1[CH:10]=[CH:9][CH:8]=[CH:7][CH:6]=1)=[O:2].C1C=C(Cl)C=C(C(OO)=[O:31])C=1, predict the reaction product. The product is: [C:1]([NH:11][C@H:12]([C:17]([NH:19][CH:20]1[O:31][CH:21]1[CH3:22])=[O:18])[CH2:13][CH:14]([CH3:16])[CH3:15])([O:3][CH2:4][C:5]1[CH:10]=[CH:9][CH:8]=[CH:7][CH:6]=1)=[O:2]. (5) Given the reactants F[C:2]1[CH:7]=[CH:6][C:5]([N+:8]([O-])=O)=[CH:4][CH:3]=1.C([O-])([O-])=O.[K+].[K+].[NH:17]1[CH2:22][CH2:21][CH:20]([OH:23])[CH2:19][CH2:18]1.O, predict the reaction product. The product is: [NH2:8][C:5]1[CH:6]=[CH:7][C:2]([N:17]2[CH2:22][CH2:21][CH:20]([OH:23])[CH2:19][CH2:18]2)=[CH:3][CH:4]=1. (6) Given the reactants [CH2:23]1[C:21](=[O:22])[N:20](OC(CCSSCCC(O[N:20]2[C:25](=O)[CH:24]([S:27](O)(=O)=O)[CH2:23][C:21]2=[O:22])=O)=O)[C:25](=O)[CH:24]1[S:27](O)(=O)=O.[C:35]([NH:38][C@@H:39]1[C@@H:44]([C@H:45]([OH:50])[C@H:46]([OH:49])[CH2:47][OH:48])[O:43][C@:42]([O:54][C@@H:55]2[C@@H:60]([OH:61])[C@H:59]([O:62][C@H:63]3[C@H:68]([OH:69])[C@@H:67]([CH2:70][O:71][C@:72]4([C:89]([OH:91])=[O:90])[CH2:77][C@H:76]([OH:78])[C@@H:75]([NH:79][C:80](=[O:82])[CH3:81])[C@H:74]([C@H:83]([OH:88])[C@H:84]([OH:87])[CH2:85][OH:86])[O:73]4)[O:66][C@@H:65]([O:92][C@H:93]4[C@@H:98]([OH:99])[C@@H:97]([CH2:100][OH:101])[O:96][C@@H:95]([O:102][CH2:103][CH2:104][CH2:105][CH2:106]CN)[C@@H:94]4[OH:109])[C@@H:64]3[NH:110][C:111](=[O:113])[CH3:112])[O:58][C@H:57]([CH2:114][OH:115])[C@@H:56]2[O:116][C@H:117]2[C@H:122]([NH:123][C:124](=[O:126])[CH3:125])[C@@H:121]([OH:127])[C@@H:120]([OH:128])[C@@H:119]([CH2:129][OH:130])[O:118]2)([C:51]([OH:53])=[O:52])[CH2:41][C@H:40]1[OH:131])(=[O:37])[CH3:36].C(S)[C@@H](O)[C@H](O)CS, predict the reaction product. The product is: [C:35]([NH:38][C@@H:39]1[C@@H:44]([C@H:45]([OH:50])[C@H:46]([OH:49])[CH2:47][OH:48])[O:43][C@:42]([O:54][C@@H:55]2[C@@H:60]([OH:61])[C@H:59]([O:62][C@H:63]3[C@H:68]([OH:69])[C@@H:67]([CH2:70][O:71][C@:72]4([C:89]([OH:91])=[O:90])[CH2:77][C@H:76]([OH:78])[C@@H:75]([NH:79][C:80](=[O:82])[CH3:81])[C@H:74]([C@H:83]([OH:88])[C@H:84]([OH:87])[CH2:85][OH:86])[O:73]4)[O:66][C@@H:65]([O:92][C@@H:93]4[C@@H:94]([OH:109])[C@H:95]([O:102][CH2:103][CH2:104][CH2:105][CH2:106][CH2:25][NH:20][C:21](=[O:22])[CH2:23][CH2:24][SH:27])[O:96][C@H:97]([CH2:100][OH:101])[C@@H:98]4[OH:99])[C@@H:64]3[NH:110][C:111](=[O:113])[CH3:112])[O:58][C@H:57]([CH2:114][OH:115])[C@@H:56]2[O:116][C@H:117]2[CH:122]([NH:123][C:124](=[O:126])[CH3:125])[C@@H:121]([OH:127])[C@@H:120]([OH:128])[C@@H:119]([CH2:129][OH:130])[O:118]2)([C:51]([OH:53])=[O:52])[CH2:41][C@H:40]1[OH:131])(=[O:37])[CH3:36]. (7) Given the reactants S(=O)(=O)(O)O.[NH2:6][N:7]1[C:12]([C:13]([F:16])([F:15])[F:14])=[CH:11][C:10](=[O:17])[N:9]([C:18]2[CH:23]=[C:22]([O:24]C(C)C)[C:21]([Cl:28])=[CH:20][C:19]=2[F:29])[C:8]1=[O:30], predict the reaction product. The product is: [NH2:6][N:7]1[C:12]([C:13]([F:14])([F:15])[F:16])=[CH:11][C:10](=[O:17])[N:9]([C:18]2[CH:23]=[C:22]([OH:24])[C:21]([Cl:28])=[CH:20][C:19]=2[F:29])[C:8]1=[O:30]. (8) The product is: [Br:3][C:4]1[S:5][C:6]([C:9](=[O:11])[CH3:10])=[CH:7][N:8]=1. Given the reactants N#N.[Br:3][C:4]1[S:5][C:6]([CH:9]([OH:11])[CH3:10])=[CH:7][N:8]=1, predict the reaction product. (9) Given the reactants Cl.[Cl:2][C:3]1[CH:8]=[CH:7][C:6]([C:9]2[CH:13]=[C:12]([C:14]([NH:16][C:17]3[CH:22]=[CH:21][C:20]([C@H:23]4[O:28][CH2:27][CH2:26][NH:25][CH2:24]4)=[CH:19][CH:18]=3)=[O:15])[NH:11][N:10]=2)=[CH:5][CH:4]=1.[CH3:29][O:30]C1C=C(C2C=C(C(O)=O)NN=2)C=CC=1, predict the reaction product. The product is: [ClH:2].[CH3:29][O:30][C:4]1[CH:5]=[C:6]([C:9]2[CH:13]=[C:12]([C:14]([NH:16][C:17]3[CH:22]=[CH:21][C:20]([C@H:23]4[O:28][CH2:27][CH2:26][NH:25][CH2:24]4)=[CH:19][CH:18]=3)=[O:15])[NH:11][N:10]=2)[CH:7]=[CH:8][CH:3]=1.